Dataset: Forward reaction prediction with 1.9M reactions from USPTO patents (1976-2016). Task: Predict the product of the given reaction. (1) The product is: [F:1][C:2]1[CH:10]=[C:9]2[C:5]([C:6]([C:20]3[CH:28]=[C:27]4[C:23]([CH:24]=[N:25][N:26]4[CH2:30][C:31]([NH2:33])=[O:32])=[CH:22][CH:21]=3)=[CH:7][NH:8]2)=[CH:4][CH:3]=1. Given the reactants [F:1][C:2]1[CH:10]=[C:9]2[C:5]([C:6]([C:20]3[CH:28]=[C:27]4[C:23]([CH:24]=[N:25][NH:26]4)=[CH:22][CH:21]=3)=[CH:7][N:8]2S(C2C=CC=CC=2)(=O)=O)=[CH:4][CH:3]=1.Br[CH2:30][C:31]([NH2:33])=[O:32].C([O-])([O-])=O.[K+].[K+], predict the reaction product. (2) Given the reactants [NH:1]1[C:9]2[C:4](=[N:5][CH:6]=[CH:7][CH:8]=2)[CH:3]=[CH:2]1.[CH2:10](Br)[CH2:11][C:12]1[CH:17]=[CH:16][CH:15]=[CH:14][CH:13]=1, predict the reaction product. The product is: [CH2:10]([N:1]1[C:9]2[C:4](=[N:5][CH:6]=[CH:7][CH:8]=2)[CH:3]=[CH:2]1)[CH2:11][C:12]1[CH:17]=[CH:16][CH:15]=[CH:14][CH:13]=1. (3) Given the reactants [C:1]([NH:4][C:5]1[CH:10]=[C:9]([C:11]2[N:19](C(OC(C)(C)C)=O)[C:18]3[C:13](=[N:14][CH:15]=[C:16](Br)[CH:17]=3)[C:12]=2[C:28]2[CH:33]=[CH:32][C:31]([O:34][CH3:35])=[CH:30][N:29]=2)[CH:8]=[CH:7][N:6]=1)(=[O:3])[CH3:2].[NH:36]1[CH2:40][CH2:39][CH2:38][C@H:37]1C(O)=O.C([O-])([O-])=O.[K+].[K+].N1CCCC1, predict the reaction product. The product is: [CH3:35][O:34][C:31]1[CH:32]=[CH:33][C:28]([C:12]2[C:13]3=[N:14][CH:15]=[C:16]([N:36]4[CH2:40][CH2:39][CH2:38][CH2:37]4)[CH:17]=[C:18]3[NH:19][C:11]=2[C:9]2[CH:8]=[CH:7][N:6]=[C:5]([NH:4][C:1](=[O:3])[CH3:2])[CH:10]=2)=[N:29][CH:30]=1.